From a dataset of Reaction yield outcomes from USPTO patents with 853,638 reactions. Predict the reaction yield, written as a fraction of the theoretical maximum amount of product (1.0 means a 100% yield; for example, 0.34 means a 34% yield). (1) The reactants are [NH2:1][C:2]1[CH:10]=[CH:9][C:5]([C:6]([OH:8])=O)=[CH:4][C:3]=1[O:11][CH3:12].C1C=CC2N(O)N=NC=2C=1.C(Cl)CCl.CCN(C(C)C)C(C)C.[O:36]1[CH2:39][CH:38]([NH2:40])[CH2:37]1. The catalyst is C(Cl)Cl. The product is [NH2:1][C:2]1[CH:10]=[CH:9][C:5]([C:6]([NH:40][CH:38]2[CH2:39][O:36][CH2:37]2)=[O:8])=[CH:4][C:3]=1[O:11][CH3:12]. The yield is 0.530. (2) The reactants are [Cl:1][C:2]1[C:11]2[C:6](=[CH:7][CH:8]=[CH:9][CH:10]=2)[N:5]=[C:4]([C:12]([O:14]CC)=O)[N:3]=1.[F:17][C:18]1[CH:23]=[CH:22][C:21]([Mg]Br)=[CH:20][CH:19]=1. The catalyst is C1COCC1. The product is [Cl:1][C:2]1[C:11]2[C:6](=[CH:7][CH:8]=[CH:9][CH:10]=2)[N:5]=[C:4]([C:12]([C:21]2[CH:22]=[CH:23][C:18]([F:17])=[CH:19][CH:20]=2)=[O:14])[N:3]=1. The yield is 0.600. (3) The reactants are COC1C=CC(C[S:8][C@H:9]2[CH2:13][N:12]([S:14]([C:17]3[CH:26]=[CH:25][C:24]4[C:19](=[CH:20][CH:21]=[CH:22][CH:23]=4)[CH:18]=3)(=[O:16])=[O:15])[C@H:11]([C:27]([NH:29][NH2:30])=[O:28])[CH2:10]2)=CC=1. The catalyst is C(O)(C(F)(F)F)=O.C([SiH](C(C)C)C(C)C)(C)C. The product is [SH:8][C@H:9]1[CH2:13][N:12]([S:14]([C:17]2[CH:26]=[CH:25][C:24]3[C:19](=[CH:20][CH:21]=[CH:22][CH:23]=3)[CH:18]=2)(=[O:15])=[O:16])[C@H:11]([C:27]([NH:29][NH2:30])=[O:28])[CH2:10]1. The yield is 0.610.